This data is from Full USPTO retrosynthesis dataset with 1.9M reactions from patents (1976-2016). The task is: Predict the reactants needed to synthesize the given product. (1) Given the product [N+:3]([C:6]1[CH:7]=[C:8]2[C:12](=[CH:13][CH:14]=1)[N:11]([CH2:15][C:16]1[CH:25]=[CH:24][C:19]([C:20]([OH:22])=[O:21])=[CH:18][CH:17]=1)[CH:10]=[CH:9]2)([O-:5])=[O:4], predict the reactants needed to synthesize it. The reactants are: [OH-].[Na+].[N+:3]([C:6]1[CH:7]=[C:8]2[C:12](=[CH:13][CH:14]=1)[N:11]([CH2:15][C:16]1[CH:25]=[CH:24][C:19]([C:20]([O:22]C)=[O:21])=[CH:18][CH:17]=1)[CH:10]=[CH:9]2)([O-:5])=[O:4]. (2) The reactants are: Cl.[O:2]([NH2:4])[CH3:3].[Br:5][C:6]1[CH:7]=[CH:8][C:9]2[C:10]3[N:18]([CH2:19][CH2:20][CH2:21][CH:22]=O)[C:17]([CH2:24][CH2:25][CH3:26])=[N:16][C:11]=3[CH:12]=[N:13][C:14]=2[CH:15]=1. Given the product [CH3:3][O:2][N:4]=[CH:22][CH2:21][CH2:20][CH2:19][N:18]1[C:10]2[C:9]3[CH:8]=[CH:7][C:6]([Br:5])=[CH:15][C:14]=3[N:13]=[CH:12][C:11]=2[N:16]=[C:17]1[CH2:24][CH2:25][CH3:26], predict the reactants needed to synthesize it. (3) Given the product [O:3]1[C:7]2[CH:8]=[CH:9][CH:10]=[C:11]([CH:12]3[CH2:17][CH2:16][N:15]([CH2:18][CH2:19][C@H:20]4[CH2:21][CH2:22][C@H:23]([NH:26][S:34]([C:31]5[CH:32]=[CH:33][C:28]([F:27])=[CH:29][CH:30]=5)(=[O:36])=[O:35])[CH2:24][CH2:25]4)[CH2:14][CH2:13]3)[C:6]=2[CH2:5][CH2:4]1, predict the reactants needed to synthesize it. The reactants are: Cl.Cl.[O:3]1[C:7]2[CH:8]=[CH:9][CH:10]=[C:11]([CH:12]3[CH2:17][CH2:16][N:15]([CH2:18][CH2:19][C@H:20]4[CH2:25][CH2:24][C@H:23]([NH2:26])[CH2:22][CH2:21]4)[CH2:14][CH2:13]3)[C:6]=2[CH2:5][CH2:4]1.[F:27][C:28]1[CH:33]=[CH:32][C:31]([S:34](Cl)(=[O:36])=[O:35])=[CH:30][CH:29]=1. (4) Given the product [CH3:17][C@@H:16]1[CH2:15][CH2:14][N:13]([C@H:18]([C:20]2[CH:25]=[CH:24][CH:23]=[CH:22][CH:21]=2)[CH3:19])[C@@H:12]1[C:10]([NH2:5])=[O:9], predict the reactants needed to synthesize it. The reactants are: C[Al](C)C.[NH4+:5].[Cl-].C.C[O:9][C:10]([C@@H:12]1[C@H:16]([CH3:17])[CH2:15][CH2:14][N:13]1[C@H:18]([C:20]1[CH:25]=[CH:24][CH:23]=[CH:22][CH:21]=1)[CH3:19])=O. (5) Given the product [NH2:61][C@@:60]([C:43]1[CH:42]=[CH:41][C:40]2[C:45](=[CH:46][CH:47]=[C:48]([O:49][C@H:50]3[CH2:51][CH2:52][C@H:53]([C:56]([CH3:59])([CH3:58])[CH3:57])[CH2:54][CH2:55]3)[C:39]=2[Br:38])[CH:44]=1)([CH3:66])[CH2:64][OH:63], predict the reactants needed to synthesize it. The reactants are: N[C@@](C1C=CC2C(=CC=C(O[C@H]3CC[C@H](C(C)(C)C)CC3)C=2C2C=CC(OC(F)(F)F)=CC=2)C=1)(C)CO.[Br:38][C:39]1[C:48]([O:49][C@H:50]2[CH2:55][CH2:54][C@H:53]([C:56]([CH3:59])([CH3:58])[CH3:57])[CH2:52][CH2:51]2)=[CH:47][CH:46]=[C:45]2[C:40]=1[CH:41]=[CH:42][C:43]([C@:60]1([CH3:66])[CH2:64][O:63]C(=O)[NH:61]1)=[CH:44]2. (6) Given the product [Cl:1][C:2]1[CH:10]=[C:9]2[C:5]([C:6]([C:11]([N:13]3[CH2:18][CH2:17][CH:16]([N:19]4[C:27]5[C:22](=[CH:23][CH:24]=[CH:25][CH:26]=5)[CH2:21][C:20]4=[O:28])[CH2:15][CH2:14]3)=[O:12])=[CH:7][N:8]2[CH2:32][C:33]([N:35]([CH2:38][CH3:39])[CH2:36][CH3:37])=[O:34])=[CH:4][CH:3]=1, predict the reactants needed to synthesize it. The reactants are: [Cl:1][C:2]1[CH:10]=[C:9]2[C:5]([C:6]([C:11]([N:13]3[CH2:18][CH2:17][CH:16]([N:19]4[C:27]5[C:22](=[CH:23][CH:24]=[CH:25][CH:26]=5)[CH2:21][C:20]4=[O:28])[CH2:15][CH2:14]3)=[O:12])=[CH:7][NH:8]2)=[CH:4][CH:3]=1.[H-].[Na+].Cl[CH2:32][C:33]([N:35]([CH2:38][CH3:39])[CH2:36][CH3:37])=[O:34].C(N(CC)CC)C. (7) Given the product [CH:39]([OH:41])=[O:40].[F:11][C:4]1[CH:3]=[C:2]([NH:1][C:13]2[N:18]=[C:17]([NH:19][CH2:20][C:21]3[C:22]([N:27]([CH3:32])[S:28]([CH3:31])(=[O:30])=[O:29])=[N:23][CH:24]=[CH:25][CH:26]=3)[C:16]([C:33]([F:34])([F:36])[F:35])=[CH:15][N:14]=2)[CH:10]=[CH:9][C:5]=1[C:6]([NH2:8])=[O:7], predict the reactants needed to synthesize it. The reactants are: [NH2:1][C:2]1[CH:10]=[CH:9][C:5]([C:6]([NH2:8])=[O:7])=[C:4]([F:11])[CH:3]=1.Cl[C:13]1[N:18]=[C:17]([NH:19][CH2:20][C:21]2[C:22]([N:27]([CH3:32])[S:28]([CH3:31])(=[O:30])=[O:29])=[N:23][CH:24]=[CH:25][CH:26]=2)[C:16]([C:33]([F:36])([F:35])[F:34])=[CH:15][N:14]=1.FC(F)(F)[C:39]([OH:41])=[O:40].CS(C)=O. (8) Given the product [CH2:1]([N:8]1[CH2:13][CH2:12][O:11][CH:10]([C:14]2[CH:19]=[CH:18][C:17]([O:20][CH2:25][C:24]3[C:23]([Cl:22])=[CH:30][CH:29]=[CH:28][C:27]=3[Cl:31])=[C:16]([Cl:21])[CH:15]=2)[CH2:9]1)[C:2]1[CH:3]=[CH:4][CH:5]=[CH:6][CH:7]=1, predict the reactants needed to synthesize it. The reactants are: [CH2:1]([N:8]1[CH2:13][CH2:12][O:11][CH:10]([C:14]2[CH:19]=[CH:18][C:17]([OH:20])=[C:16]([Cl:21])[CH:15]=2)[CH2:9]1)[C:2]1[CH:7]=[CH:6][CH:5]=[CH:4][CH:3]=1.[Cl:22][C:23]1[CH:30]=[CH:29][CH:28]=[C:27]([Cl:31])[C:24]=1[CH2:25]Br.C([O-])([O-])=O.[Cs+].[Cs+].